Dataset: Reaction yield outcomes from USPTO patents with 853,638 reactions. Task: Predict the reaction yield, written as a fraction of the theoretical maximum amount of product (1.0 means a 100% yield; for example, 0.34 means a 34% yield). (1) No catalyst specified. The reactants are [C:1]([C:4]1[CH:9]=[CH:8][CH:7]=[C:6]([C:10]([CH3:12])=[CH2:11])[CH:5]=1)([CH3:3])=[CH2:2].[ClH:13].[Cl-:14].[Na+].O. The yield is 0.990. The product is [Cl:13][C:10]([C:6]1[CH:7]=[CH:8][CH:9]=[C:4]([C:1]([Cl:14])([CH3:3])[CH3:2])[CH:5]=1)([CH3:12])[CH3:11]. (2) The catalyst is O. The product is [CH2:16]([O:6][C:7]1[CH:12]=[CH:11][C:10]([CH3:13])=[N:9][CH:8]=1)[C:17]1[CH:22]=[CH:21][CH:20]=[CH:19][CH:18]=1. The yield is 0.660. The reactants are CN(C)C=O.[OH:6][C:7]1[CH:8]=[N:9][C:10]([CH3:13])=[CH:11][CH:12]=1.[H-].[Na+].[CH2:16](Br)[C:17]1[CH:22]=[CH:21][CH:20]=[CH:19][CH:18]=1. (3) The reactants are [CH2:1]([N:3]1[CH2:8][CH2:7][NH:6][CH2:5][CH2:4]1)[CH3:2].[Cl:9][C:10]1[N:15]=[CH:14][C:13]([S:16](Cl)(=[O:18])=[O:17])=[CH:12][CH:11]=1. No catalyst specified. The product is [Cl:9][C:10]1[N:15]=[CH:14][C:13]([S:16]([N:6]2[CH2:7][CH2:8][N:3]([CH2:1][CH3:2])[CH2:4][CH2:5]2)(=[O:18])=[O:17])=[CH:12][CH:11]=1. The yield is 0.830.